From a dataset of Full USPTO retrosynthesis dataset with 1.9M reactions from patents (1976-2016). Predict the reactants needed to synthesize the given product. (1) Given the product [CH2:25]([N:14]1[C:15]2[C:11](=[CH:10][C:9]([OH:8])=[CH:17][CH:16]=2)[C:12]([CH:18]2[CH2:19][CH2:20][N:21]([CH3:24])[CH2:22][CH2:23]2)=[CH:13]1)[C:26]1[CH:31]=[CH:30][CH:29]=[CH:28][CH:27]=1, predict the reactants needed to synthesize it. The reactants are: [Si]([O:8][C:9]1[CH:10]=[C:11]2[C:15](=[CH:16][CH:17]=1)[NH:14][CH:13]=[C:12]2[CH:18]1[CH2:23][CH2:22][N:21]([CH3:24])[CH2:20][CH2:19]1)(C(C)(C)C)(C)C.[CH2:25](Br)[C:26]1[CH:31]=[CH:30][CH:29]=[CH:28][CH:27]=1.[F-].C([N+](CCCC)(CCCC)CCCC)CCC. (2) Given the product [CH3:28][S:29]([OH:32])(=[O:31])=[O:30].[NH2:1][CH2:2][CH2:3][CH2:4][O:5][C:6]1[CH:11]=[CH:10][CH:9]=[C:8]([O:12][CH3:13])[C:7]=1[C:14]1[NH:18][N:17]=[C:16]([NH:19][C:20]2[N:21]=[CH:22][C:23]([C:26]#[N:27])=[N:24][CH:25]=2)[CH:15]=1, predict the reactants needed to synthesize it. The reactants are: [NH2:1][CH2:2][CH2:3][CH2:4][O:5][C:6]1[CH:11]=[CH:10][CH:9]=[C:8]([O:12][CH3:13])[C:7]=1[C:14]1[NH:18][N:17]=[C:16]([NH:19][C:20]2[N:21]=[CH:22][C:23]([C:26]#[N:27])=[N:24][CH:25]=2)[CH:15]=1.[CH3:28][S:29]([OH:32])(=[O:31])=[O:30]. (3) The reactants are: [OH-].[Na+].N1(C([O:10][CH2:11][CH2:12][CH2:13][N:14]2[C:26]3[C:25]4[CH:24]=[CH:23][CH:22]=[CH:21][C:20]=4[N:19]=[C:18]([Cl:27])[C:17]=3[N:16]=[C:15]2[OH:28])=O)C=CN=C1.C(O)(=O)CC(CC(O)=O)(C(O)=O)O. Given the product [Cl:27][C:18]1[C:17]2[N:16]=[C:15]([OH:28])[N:14]([CH2:13][CH2:12][CH2:11][OH:10])[C:26]=2[C:25]2[CH:24]=[CH:23][CH:22]=[CH:21][C:20]=2[N:19]=1, predict the reactants needed to synthesize it. (4) Given the product [Br:1][C:2]1[CH:3]=[C:4]2[C:8](=[CH:9][CH:10]=1)[NH:7][C:6]([C:11]1[CH:16]=[CH:15][C:14]([F:17])=[CH:13][CH:12]=1)=[C:5]2[C:18]([NH:31][CH3:30])=[O:20], predict the reactants needed to synthesize it. The reactants are: [Br:1][C:2]1[CH:3]=[C:4]2[C:8](=[CH:9][CH:10]=1)[NH:7][C:6]([C:11]1[CH:16]=[CH:15][C:14]([F:17])=[CH:13][CH:12]=1)=[C:5]2[C:18]([O:20]CC)=O.B(Br)(Br)Br.C(Cl)Cl.[CH3:30][NH2:31].C1COCC1.